Predict the product of the given reaction. From a dataset of Forward reaction prediction with 1.9M reactions from USPTO patents (1976-2016). (1) Given the reactants [NH2:1][C:2]1[CH:12]=[CH:11][C:5]([C:6]([O:8][CH2:9][CH3:10])=[O:7])=[CH:4][CH:3]=1.[S-:13][C:14]#[N:15].[K+].BrBr, predict the reaction product. The product is: [NH2:15][C:14]1[S:13][C:12]2[CH:11]=[C:5]([C:6]([O:8][CH2:9][CH3:10])=[O:7])[CH:4]=[CH:3][C:2]=2[N:1]=1. (2) The product is: [C:1]([C:3]1[CH:8]=[CH:7][C:6]([B:9]([OH:11])[OH:10])=[CH:5][CH:4]=1)([OH:15])=[O:12]. Given the reactants [C:1]([C:3]1[CH:8]=[CH:7][C:6]([B:9]([OH:11])[OH:10])=[CH:5][CH:4]=1)#N.[OH-:12].[K+].N.[OH2:15], predict the reaction product. (3) Given the reactants Cl.[F:2][CH:3]([C:13]1[CH:18]=[CH:17][CH:16]=[CH:15][C:14]=1[F:19])[CH2:4][O:5][C@H:6]1[CH2:11][CH2:10][C@H:9]([NH2:12])[CH2:8][CH2:7]1.Cl[C:21]1[N:26]=[CH:25][N:24]=[C:23]2[N:27]([CH:30]3[CH2:35][CH2:34][CH2:33][CH2:32][O:31]3)[N:28]=[CH:29][C:22]=12.C(=O)([O-])[O-].[Na+].[Na+], predict the reaction product. The product is: [F:2][CH:3]([C:13]1[CH:18]=[CH:17][CH:16]=[CH:15][C:14]=1[F:19])[CH2:4][O:5][C@H:6]1[CH2:11][CH2:10][C@H:9]([NH:12][C:21]2[N:26]=[CH:25][N:24]=[C:23]3[N:27]([CH:30]4[CH2:35][CH2:34][CH2:33][CH2:32][O:31]4)[N:28]=[CH:29][C:22]=23)[CH2:8][CH2:7]1. (4) Given the reactants [C:1]([C:4]1[S:8][C:7]([CH3:9])=[N:6][C:5]=1[CH3:10])(=O)[CH3:2].C[O:12][CH:13](OC)[N:14]([CH3:16])[CH3:15], predict the reaction product. The product is: [CH3:10][C:5]1[N:6]=[C:7]([CH3:9])[S:8][C:4]=1/[CH:1]=[CH:2]/[C:13]([N:14]([CH3:16])[CH3:15])=[O:12]. (5) Given the reactants [CH:1]1[C:11]2[CH:10]=[CH:9][C:8]3[CH:12]=[CH:13][CH:14]=[CH:15][C:7]=3[N:6]([CH2:16][C:17]3[CH:26]=[CH:25][C:20]([C:21](OC)=[O:22])=[CH:19][CH:18]=3)[C:5]=2[CH:4]=[CH:3][CH:2]=1.[NH2:27][OH:28].[OH-].[Na+].C1COCC1, predict the reaction product. The product is: [CH:1]1[C:11]2[CH:10]=[CH:9][C:8]3[CH:12]=[CH:13][CH:14]=[CH:15][C:7]=3[N:6]([CH2:16][C:17]3[CH:26]=[CH:25][C:20]([C:21]([NH:27][OH:28])=[O:22])=[CH:19][CH:18]=3)[C:5]=2[CH:4]=[CH:3][CH:2]=1. (6) Given the reactants [CH:1]1[CH2:5][CH:4]=[CH:3][CH:2]=1.[H-].[Na+].Cl[CH2:9][CH2:10][CH2:11][Si:12]([O:19][CH2:20][CH3:21])([O:16][CH2:17][CH3:18])[O:13][CH2:14][CH3:15], predict the reaction product. The product is: [C:2]1([CH2:9][CH2:10][CH2:11][Si:12]([O:13][CH2:14][CH3:15])([O:19][CH2:20][CH3:21])[O:16][CH2:17][CH3:18])[CH2:1][CH:5]=[CH:4][CH:3]=1. (7) Given the reactants [Cl:1][C:2]1[CH:17]=[C:16]([NH:18][C:19]2[C:20]3[N:27]([CH2:28][CH2:29][OH:30])[CH:26]=[CH:25][C:21]=3[N:22]=[CH:23][N:24]=2)[CH:15]=[CH:14][C:3]=1[O:4][C:5]1[CH:6]=[C:7]([CH:11]=[CH:12][CH:13]=1)[C:8]([OH:10])=O.[CH2:31]([C:33]1([NH2:39])[CH2:38][CH2:37][CH2:36][CH2:35][CH2:34]1)[CH3:32].Cl.C(N=C=NCCCN(C)C)C.O.ON1C2C=CC=CC=2N=N1, predict the reaction product. The product is: [Cl:1][C:2]1[CH:17]=[C:16]([NH:18][C:19]2[C:20]3[N:27]([CH2:28][CH2:29][OH:30])[CH:26]=[CH:25][C:21]=3[N:22]=[CH:23][N:24]=2)[CH:15]=[CH:14][C:3]=1[O:4][C:5]1[CH:6]=[C:7]([CH:11]=[CH:12][CH:13]=1)[C:8]([NH:39][C:33]1([CH2:31][CH3:32])[CH2:38][CH2:37][CH2:36][CH2:35][CH2:34]1)=[O:10].